This data is from Catalyst prediction with 721,799 reactions and 888 catalyst types from USPTO. The task is: Predict which catalyst facilitates the given reaction. The catalyst class is: 4. Product: [ClH:37].[N:24]1([C:22]([C:19]2[CH:20]=[CH:21][C:16]([C:14]3[CH:13]=[CH:12][C:11]4[C:7]([NH:6][C:4]([CH:1]5[CH2:3][CH2:2]5)=[O:5])=[N:8][O:9][C:10]=4[CH:15]=3)=[CH:17][CH:18]=2)=[O:23])[CH2:29][CH2:28][NH:27][CH2:26][CH2:25]1. Reactant: [CH:1]1([C:4]([NH:6][C:7]2[C:11]3[CH:12]=[CH:13][C:14]([C:16]4[CH:21]=[CH:20][C:19]([C:22]([N:24]5[CH2:29][CH2:28][N:27](C(OC(C)(C)C)=O)[CH2:26][CH2:25]5)=[O:23])=[CH:18][CH:17]=4)=[CH:15][C:10]=3[O:9][N:8]=2)=[O:5])[CH2:3][CH2:2]1.[ClH:37].